From a dataset of NCI-60 drug combinations with 297,098 pairs across 59 cell lines. Regression. Given two drug SMILES strings and cell line genomic features, predict the synergy score measuring deviation from expected non-interaction effect. Synergy scores: CSS=2.38, Synergy_ZIP=0.314, Synergy_Bliss=0.361, Synergy_Loewe=-0.556, Synergy_HSA=0.315. Cell line: NCI-H522. Drug 2: CC12CCC3C(C1CCC2O)C(CC4=C3C=CC(=C4)O)CCCCCCCCCS(=O)CCCC(C(F)(F)F)(F)F. Drug 1: CC1=C2C(C(=O)C3(C(CC4C(C3C(C(C2(C)C)(CC1OC(=O)C(C(C5=CC=CC=C5)NC(=O)C6=CC=CC=C6)O)O)OC(=O)C7=CC=CC=C7)(CO4)OC(=O)C)O)C)OC(=O)C.